From a dataset of Peptide-MHC class I binding affinity with 185,985 pairs from IEDB/IMGT. Regression. Given a peptide amino acid sequence and an MHC pseudo amino acid sequence, predict their binding affinity value. This is MHC class I binding data. (1) The peptide sequence is RPINEKEENM. The MHC is HLA-B07:02 with pseudo-sequence HLA-B07:02. The binding affinity (normalized) is 0.501. (2) The peptide sequence is VEAVMYMGT. The MHC is HLA-B40:01 with pseudo-sequence HLA-B40:01. The binding affinity (normalized) is 0.0432. (3) The peptide sequence is LPATLAFHL. The MHC is HLA-B07:02 with pseudo-sequence HLA-B07:02. The binding affinity (normalized) is 0.707. (4) The peptide sequence is VQEFIFSAL. The MHC is HLA-A02:06 with pseudo-sequence HLA-A02:06. The binding affinity (normalized) is 0.511. (5) The peptide sequence is ALLPLSLLFL. The MHC is HLA-A02:01 with pseudo-sequence HLA-A02:01. The binding affinity (normalized) is 0.858. (6) The peptide sequence is VSSHKGWAK. The MHC is HLA-B46:01 with pseudo-sequence HLA-B46:01. The binding affinity (normalized) is 0.0847.